This data is from Catalyst prediction with 721,799 reactions and 888 catalyst types from USPTO. The task is: Predict which catalyst facilitates the given reaction. (1) Reactant: [F:1][C:2]([F:32])([F:31])[C:3]1[CH:4]=[C:5]([CH:24]=[C:25]([C:27]([F:30])([F:29])[F:28])[CH:26]=1)[CH2:6][N:7]([CH2:12][C:13]1[CH:18]=[C:17]([C:19]([F:22])([F:21])[F:20])[CH:16]=[CH:15][C:14]=1I)[C:8](=[O:11])[O:9][CH3:10].[C:33]([C:35]1[CH:40]=[CH:39][CH:38]=[CH:37][C:36]=1B(O)O)#[N:34].[F-].[K+].C1(P(C2CCCCC2)C2C=CC=CC=2C2C=CC=CC=2)CCCCC1. Product: [F:1][C:2]([F:32])([F:31])[C:3]1[CH:4]=[C:5]([CH:24]=[C:25]([C:27]([F:30])([F:29])[F:28])[CH:26]=1)[CH2:6][N:7]([CH2:12][C:13]1[CH:18]=[C:17]([C:19]([F:22])([F:21])[F:20])[CH:16]=[CH:15][C:14]=1[C:36]1[CH:37]=[CH:38][CH:39]=[CH:40][C:35]=1[C:33]#[N:34])[C:8](=[O:11])[O:9][CH3:10]. The catalyst class is: 160. (2) Reactant: C([O:5][C:6](=[O:47])[CH2:7][C:8]1[CH:13]=[CH:12][C:11]([NH:14][C:15]([C@@H:17]2[NH:21][C@@H:20]([CH2:22][C:23]([CH3:26])([CH3:25])[CH3:24])[C@:19]3([C:34]4[C:29](=[CH:30][C:31]([Cl:35])=[CH:32][CH:33]=4)[NH:28][C:27]3=[O:36])[C@H:18]2[C:37]2[CH:42]=[CH:41][CH:40]=[C:39]([Cl:43])[C:38]=2[F:44])=[O:16])=[C:10]([O:45][CH3:46])[CH:9]=1)(C)(C)C.FC(F)(F)C(O)=O. Product: [Cl:35][C:31]1[CH:30]=[C:29]2[NH:28][C:27](=[O:36])[C@:19]3([C@@H:18]([C:37]4[CH:42]=[CH:41][CH:40]=[C:39]([Cl:43])[C:38]=4[F:44])[C@H:17]([C:15]([NH:14][C:11]4[CH:12]=[CH:13][C:8]([CH2:7][C:6]([OH:47])=[O:5])=[CH:9][C:10]=4[O:45][CH3:46])=[O:16])[NH:21][C@H:20]3[CH2:22][C:23]([CH3:25])([CH3:24])[CH3:26])[C:34]2=[CH:33][CH:32]=1. The catalyst class is: 4. (3) Reactant: [N:1]([CH2:4][CH2:5][CH2:6][O:7][C:8]1[CH:9]=[C:10]2[C:14](=[CH:15][CH:16]=1)[NH:13][N:12]=[C:11]2[S:17]([C:20]1[C:29]2[C:24](=[CH:25][CH:26]=[CH:27][CH:28]=2)[CH:23]=[CH:22][CH:21]=1)(=[O:19])=[O:18])=[N+]=[N-]. Product: [C:20]1([S:17]([C:11]2[C:10]3[C:14](=[CH:15][CH:16]=[C:8]([O:7][CH2:6][CH2:5][CH2:4][NH2:1])[CH:9]=3)[NH:13][N:12]=2)(=[O:18])=[O:19])[C:29]2[C:24](=[CH:25][CH:26]=[CH:27][CH:28]=2)[CH:23]=[CH:22][CH:21]=1. The catalyst class is: 29. (4) Reactant: Cl[C:2]1[CH:7]=[CH:6][C:5]([O:8][C:9]2[CH:14]=[CH:13][C:12]([F:15])=[CH:11][CH:10]=2)=[CH:4][N:3]=1.[CH3:16][O:17][CH2:18][CH2:19][O:20][C:21]1[CH:22]=[C:23]([CH:25]=[CH:26][CH:27]=1)[NH2:24].C1(P(C2C=CC=CC=2)C2C3OC4C(=CC=CC=4P(C4C=CC=CC=4)C4C=CC=CC=4)C(C)(C)C=3C=CC=2)C=CC=CC=1.C(=O)([O-])[O-].[Cs+].[Cs+]. Product: [F:15][C:12]1[CH:13]=[CH:14][C:9]([O:8][C:5]2[CH:6]=[CH:7][C:2]([NH:24][C:23]3[CH:25]=[CH:26][CH:27]=[C:21]([O:20][CH2:19][CH2:18][O:17][CH3:16])[CH:22]=3)=[N:3][CH:4]=2)=[CH:10][CH:11]=1. The catalyst class is: 155. (5) Reactant: [C:1]([CH2:3][C:4]([NH:6][CH2:7][CH2:8][N:9]1[C:13]2[CH:14]=[CH:15][CH:16]=[CH:17][C:12]=2[N:11]=[C:10]1[NH:18][C:19]([C:21]1[S:22][C:23]([C:26]2[CH:27]=[N:28][NH:29][CH:30]=2)=[CH:24][CH:25]=1)=[O:20])=[O:5])#[N:2].ClCCl.N1CCCCC1.[CH3:40][CH:41]([CH3:44])[CH:42]=O. Product: [C:1]([C:3](=[CH:40][CH:41]([CH3:44])[CH3:42])[C:4]([NH:6][CH2:7][CH2:8][N:9]1[C:13]2[CH:14]=[CH:15][CH:16]=[CH:17][C:12]=2[N:11]=[C:10]1[NH:18][C:19]([C:21]1[S:22][C:23]([C:26]2[CH:30]=[N:29][NH:28][CH:27]=2)=[CH:24][CH:25]=1)=[O:20])=[O:5])#[N:2]. The catalyst class is: 5. (6) Reactant: N#N.C[O:4][C:5]([C:7]1[N:8]=[C:9]([CH2:12][CH2:13][CH2:14][CH2:15][C:16]([F:19])([F:18])[CH3:17])[O:10][CH:11]=1)=[O:6].[OH-].[Na+]. Product: [F:19][C:16]([F:18])([CH3:17])[CH2:15][CH2:14][CH2:13][CH2:12][C:9]1[O:10][CH:11]=[C:7]([C:5]([OH:6])=[O:4])[N:8]=1. The catalyst class is: 295.